This data is from Full USPTO retrosynthesis dataset with 1.9M reactions from patents (1976-2016). The task is: Predict the reactants needed to synthesize the given product. (1) Given the product [N:29]1[CH:34]=[CH:33][CH:32]=[C:31]([C:2]2[CH:3]=[CH:4][C:5]([C:8]3[O:12][C:11]([CH2:13][CH2:14][CH2:15][CH2:16][CH2:17][N:18]4[C:19](=[O:28])[C:20]5[C:25](=[CH:24][CH:23]=[CH:22][CH:21]=5)[C:26]4=[O:27])=[N:10][CH:9]=3)=[CH:6][CH:7]=2)[CH:30]=1, predict the reactants needed to synthesize it. The reactants are: Br[C:2]1[CH:7]=[CH:6][C:5]([C:8]2[O:12][C:11]([CH2:13][CH2:14][CH2:15][CH2:16][CH2:17][N:18]3[C:26](=[O:27])[C:25]4[C:20](=[CH:21][CH:22]=[CH:23][CH:24]=4)[C:19]3=[O:28])=[N:10][CH:9]=2)=[CH:4][CH:3]=1.[N:29]1[CH:34]=[CH:33][CH:32]=[C:31](B(O)O)[CH:30]=1.C(=O)([O-])[O-].[Na+].[Na+].CCOCC. (2) Given the product [Br:1][C:2]1[CH:3]=[CH:4][C:5]([C:8]([CH:10]2[CH2:11][CH2:12][CH2:13][CH2:14][CH2:15]2)=[O:9])=[CH:6][CH:7]=1, predict the reactants needed to synthesize it. The reactants are: [Br:1][C:2]1[CH:7]=[CH:6][C:5]([CH:8]([CH:10]2[CH2:15][CH2:14][CH2:13][CH2:12][CH2:11]2)[OH:9])=[CH:4][CH:3]=1. (3) Given the product [F:1][C:2]1[CH:3]=[C:4]([C@@H:9]2[CH2:13][N:12]([CH2:23][CH2:24][OH:25])[CH2:11][C@H:10]2[NH:14][C:15](=[O:21])[O:16][C:17]([CH3:18])([CH3:20])[CH3:19])[CH:5]=[CH:6][C:7]=1[F:8], predict the reactants needed to synthesize it. The reactants are: [F:1][C:2]1[CH:3]=[C:4]([C@@H:9]2[CH2:13][NH:12][CH2:11][C@H:10]2[NH:14][C:15](=[O:21])[O:16][C:17]([CH3:20])([CH3:19])[CH3:18])[CH:5]=[CH:6][C:7]=1[F:8].Br[CH2:23][CH2:24][OH:25].CCN(C(C)C)C(C)C. (4) The reactants are: [NH2:1][C:2]1[N:3]([CH3:8])[O:4][C:5](=[O:7])[CH:6]=1.[Br:9][C:10]1[CH:11]=[C:12]([CH:15]=[CH:16][C:17]=1[F:18])[CH:13]=O.[C:19]1(=O)[CH2:23][CH2:22][C:21](=[O:24])[CH2:20]1. Given the product [Br:9][C:10]1[CH:11]=[C:12]([CH:13]2[C:6]3[C:5](=[O:7])[O:4][N:3]([CH3:8])[C:2]=3[NH:1][C:19]3[CH2:23][CH2:22][C:21](=[O:24])[C:20]2=3)[CH:15]=[CH:16][C:17]=1[F:18], predict the reactants needed to synthesize it. (5) Given the product [C:36]([O:35][C:33]([N:40]1[C:48]2[C:43](=[CH:44][CH:45]=[CH:46][CH:47]=2)[CH:42]=[C:41]1[C:2]1[CH:3]=[CH:4][C:5]([S:8](=[O:9])(=[O:10])[NH:11][C:12]2[CH:17]=[CH:16][C:15]([Cl:18])=[CH:14][C:13]=2[C:19]([C:21]2[CH:22]=[CH:23][N:24]=[CH:25][CH:26]=2)=[O:20])=[CH:6][CH:7]=1)=[O:34])([CH3:39])([CH3:37])[CH3:38], predict the reactants needed to synthesize it. The reactants are: Br[C:2]1[CH:7]=[CH:6][C:5]([S:8]([NH:11][C:12]2[CH:17]=[CH:16][C:15]([Cl:18])=[CH:14][C:13]=2[C:19]([C:21]2[CH:26]=[CH:25][N:24]=[CH:23][CH:22]=2)=[O:20])(=[O:10])=[O:9])=[CH:4][CH:3]=1.C(=O)([O-])[O-].[Na+].[Na+].[C:33]([N:40]1[C:48]2[C:43](=[CH:44][CH:45]=[CH:46][CH:47]=2)[CH:42]=[C:41]1B(O)O)([O:35][C:36]([CH3:39])([CH3:38])[CH3:37])=[O:34].